Dataset: Forward reaction prediction with 1.9M reactions from USPTO patents (1976-2016). Task: Predict the product of the given reaction. Given the reactants C([NH:4][C:5]1[N:9]([CH2:10][C:11]([O:13]CC)=[O:12])[N:8]=[C:7]([C:16]2[CH:17]=[N:18][CH:19]=[CH:20][CH:21]=2)[C:6]=1[C:22]#[C:23][C:24]1[CH:29]=[CH:28][CH:27]=[CH:26][CH:25]=1)(=O)C.[OH-].[Na+], predict the reaction product. The product is: [NH2:4][C:5]1[N:9]([CH2:10][C:11]([OH:13])=[O:12])[N:8]=[C:7]([C:16]2[CH:17]=[N:18][CH:19]=[CH:20][CH:21]=2)[C:6]=1[C:22]#[C:23][C:24]1[CH:29]=[CH:28][CH:27]=[CH:26][CH:25]=1.